This data is from Reaction yield outcomes from USPTO patents with 853,638 reactions. The task is: Predict the reaction yield, written as a fraction of the theoretical maximum amount of product (1.0 means a 100% yield; for example, 0.34 means a 34% yield). The reactants are [NH2:1][C:2]1[CH:10]=[C:6]([C:7]([OH:9])=[O:8])[C:5]([OH:11])=[CH:4][CH:3]=1.[CH3:12][O:13][C:14]1[CH:21]=[CH:20][C:17]([CH2:18]Cl)=[CH:16][CH:15]=1. No catalyst specified. The product is [CH3:12][O:13][C:14]1[CH:21]=[CH:20][C:17]([CH2:18][NH:1][C:2]2[CH:10]=[C:6]([C:7]([OH:9])=[O:8])[C:5]([OH:11])=[CH:4][CH:3]=2)=[CH:16][CH:15]=1. The yield is 0.500.